From a dataset of Reaction yield outcomes from USPTO patents with 853,638 reactions. Predict the reaction yield, written as a fraction of the theoretical maximum amount of product (1.0 means a 100% yield; for example, 0.34 means a 34% yield). (1) The reactants are [CH2:1]([N:8]1[CH2:13][CH2:12][CH:11]([N:14]([CH2:22][C:23]2[N:24]=[C:25]([CH:36]=[O:37])[N:26]([CH2:28][O:29][CH2:30][CH2:31][Si:32]([CH3:35])([CH3:34])[CH3:33])[CH:27]=2)[C:15](=[O:21])[O:16][C:17]([CH3:20])([CH3:19])[CH3:18])[CH2:10][CH2:9]1)[C:2]1[CH:7]=[CH:6][CH:5]=[CH:4][CH:3]=1.[BH4-].[Na+].O. The catalyst is C(O)C. The product is [C:17]([O:16][C:15](=[O:21])[N:14]([CH:11]1[CH2:10][CH2:9][N:8]([CH2:1][C:2]2[CH:7]=[CH:6][CH:5]=[CH:4][CH:3]=2)[CH2:13][CH2:12]1)[CH2:22][C:23]1[N:24]=[C:25]([CH2:36][OH:37])[N:26]([CH2:28][O:29][CH2:30][CH2:31][Si:32]([CH3:35])([CH3:34])[CH3:33])[CH:27]=1)([CH3:20])([CH3:18])[CH3:19]. The yield is 0.980. (2) The reactants are [OH:1][C:2]1[CH:3]=[C:4]([CH:7]=[C:8]([CH2:10]S(C(F)(F)F)(=O)=O)[CH:9]=1)[C:5]#[N:6].[C:18]([O:22][C:23]([NH:25][CH2:26][C:27]1[CH:28]=C(B(O)O)[CH:30]=[CH:31][CH:32]=1)=[O:24])([CH3:21])([CH3:20])[CH3:19].C([O-])([O-])=O.[Na+].[Na+].OS([O-])(=O)=O.[Na+]. The catalyst is CCO.C1(C)C=CC=CC=1.C(OCC)(=O)C.C1C=CC([P]([Pd]([P](C2C=CC=CC=2)(C2C=CC=CC=2)C2C=CC=CC=2)([P](C2C=CC=CC=2)(C2C=CC=CC=2)C2C=CC=CC=2)[P](C2C=CC=CC=2)(C2C=CC=CC=2)C2C=CC=CC=2)(C2C=CC=CC=2)C2C=CC=CC=2)=CC=1. The product is [C:5]([C:4]1[CH:7]=[C:8]([C:10]2[CH:30]=[CH:31][CH:32]=[C:27]([CH2:26][NH:25][C:23](=[O:24])[O:22][C:18]([CH3:20])([CH3:19])[CH3:21])[CH:28]=2)[CH:9]=[C:2]([OH:1])[CH:3]=1)#[N:6]. The yield is 0.630. (3) The reactants are [C:1]([C@@H:3]1[CH2:7][CH2:6][N:5]([C:8]([O:10][C:11]([CH3:14])([CH3:13])[CH3:12])=[O:9])[CH2:4]1)#[N:2]. The catalyst is C(O)C.[Ni]. The product is [NH2:2][CH2:1][C@@H:3]1[CH2:7][CH2:6][N:5]([C:8]([O:10][C:11]([CH3:14])([CH3:13])[CH3:12])=[O:9])[CH2:4]1. The yield is 0.970. (4) The reactants are [CH3:1][O:2][C:3]1[C:13]([O:14]C)=[CH:12][C:6]([C:7]([O:9][CH2:10]C)=[O:8])=[C:5]([N+:16]([O-:18])=[O:17])[CH:4]=1.Cl.S(Cl)(Cl)=O. The catalyst is [OH-].[Na+]. The product is [OH:14][C:13]1[C:3]([O:2][CH3:1])=[CH:4][C:5]([N+:16]([O-:18])=[O:17])=[C:6]([CH:12]=1)[C:7]([O:9][CH3:10])=[O:8]. The yield is 0.660. (5) The reactants are Cl.[CH3:2][NH:3][O:4][CH3:5].[C:6]([OH:14])(=O)[C:7]1[CH:12]=[CH:11][CH:10]=[CH:9][CH:8]=1.CCN=C=NCCCN(C)C.Cl.CN1CCOCC1. The catalyst is ClCCl. The product is [CH3:5][O:4][N:3]([CH3:2])[C:6](=[O:14])[C:7]1[CH:12]=[CH:11][CH:10]=[CH:9][CH:8]=1. The yield is 0.730. (6) The reactants are [CH:1]1([NH:6][C:7]([C:9]2[C:13]([N+:14]([O-])=O)=[CH:12][N:11]([CH3:17])[N:10]=2)=[O:8])[CH2:5][CH2:4][CH2:3][CH2:2]1.C([O-])=O.[NH4+]. The product is [NH2:14][C:13]1[C:9]([C:7]([NH:6][CH:1]2[CH2:5][CH2:4][CH2:3][CH2:2]2)=[O:8])=[N:10][N:11]([CH3:17])[CH:12]=1. The catalyst is [C].[Pd].C(O)C. The yield is 0.710.